The task is: Predict the product of the given reaction.. This data is from Forward reaction prediction with 1.9M reactions from USPTO patents (1976-2016). (1) Given the reactants [F:1][C:2]1[CH:7]=[CH:6][C:5]([CH3:8])=[CH:4][C:3]=1[CH:9]([O:13][CH3:14])[C:10]([OH:12])=O.[NH2:15][CH2:16][C:17]1[CH:24]=[CH:23][C:20]([C:21]#[N:22])=[CH:19][CH:18]=1, predict the reaction product. The product is: [C:16]([C:17]1[CH:24]=[CH:23][C:20]([CH2:21][NH:22][C:10](=[O:12])[CH:9]([C:3]2[CH:4]=[C:5]([CH3:8])[CH:6]=[CH:7][C:2]=2[F:1])[O:13][CH3:14])=[CH:19][CH:18]=1)#[N:15]. (2) Given the reactants [C:1]1([CH:7]([C:20]2[CH:25]=[CH:24][CH:23]=[CH:22][CH:21]=2)[CH2:8][CH2:9][NH:10][C:11](=[O:19])[C:12]2[CH:17]=[CH:16][C:15](F)=[N:14][CH:13]=2)[CH:6]=[CH:5][CH:4]=[CH:3][CH:2]=1.[CH3:26][N:27]1[CH2:32][CH2:31][NH:30][CH2:29][CH2:28]1, predict the reaction product. The product is: [C:1]1([CH:7]([C:20]2[CH:25]=[CH:24][CH:23]=[CH:22][CH:21]=2)[CH2:8][CH2:9][NH:10][C:11](=[O:19])[C:12]2[CH:17]=[CH:16][C:15]([N:30]3[CH2:31][CH2:32][N:27]([CH3:26])[CH2:28][CH2:29]3)=[N:14][CH:13]=2)[CH:6]=[CH:5][CH:4]=[CH:3][CH:2]=1. (3) The product is: [CH2:1]([O:8][C:9]1[CH:14]=[C:13]([CH:12]=[CH:11][N:10]=1)[CH:15]=[O:16])[C:2]1[CH:3]=[CH:4][CH:5]=[CH:6][CH:7]=1. Given the reactants [CH2:1]([O:8][C:9]1[CH:14]=[C:13]([CH2:15][OH:16])[CH:12]=[CH:11][N:10]=1)[C:2]1[CH:7]=[CH:6][CH:5]=[CH:4][CH:3]=1, predict the reaction product. (4) Given the reactants [O:1]=[C:2]1[CH:11]=[CH:10][C:9]2[C:4](=[CH:5][CH:6]=[CH:7][CH:8]=2)[N:3]1[CH2:12][CH2:13][C:14]([O:16]CC)=[O:15].[OH-].[Na+], predict the reaction product. The product is: [O:1]=[C:2]1[CH:11]=[CH:10][C:9]2[C:4](=[CH:5][CH:6]=[CH:7][CH:8]=2)[N:3]1[CH2:12][CH2:13][C:14]([OH:16])=[O:15]. (5) Given the reactants [Cl:1][C:2]1[CH:7]=[CH:6][N:5]=[C:4]2[C:8]([C:11]([NH:13][C@H:14]3[CH2:19][CH2:18][CH2:17][CH2:16][C@@H:15]3[OH:20])=[O:12])=[CH:9][NH:10][C:3]=12.Cl.Cl[CH2:23][C:24]1[CH:25]=[N:26][N:27]([CH3:29])[CH:28]=1.C(=O)([O-])[O-].[Cs+].[Cs+], predict the reaction product. The product is: [Cl:1][C:2]1[CH:7]=[CH:6][N:5]=[C:4]2[C:8]([C:11]([NH:13][C@H:14]3[CH2:19][CH2:18][CH2:17][CH2:16][C@@H:15]3[OH:20])=[O:12])=[CH:9][N:10]([CH2:23][C:24]3[CH:25]=[N:26][N:27]([CH3:29])[CH:28]=3)[C:3]=12.